From a dataset of NCI-60 drug combinations with 297,098 pairs across 59 cell lines. Regression. Given two drug SMILES strings and cell line genomic features, predict the synergy score measuring deviation from expected non-interaction effect. (1) Drug 1: COC1=C(C=C2C(=C1)N=CN=C2NC3=CC(=C(C=C3)F)Cl)OCCCN4CCOCC4. Drug 2: C(CC(=O)O)C(=O)CN.Cl. Cell line: UACC62. Synergy scores: CSS=16.9, Synergy_ZIP=-5.92, Synergy_Bliss=-3.96, Synergy_Loewe=-24.5, Synergy_HSA=-1.48. (2) Drug 1: CC1OCC2C(O1)C(C(C(O2)OC3C4COC(=O)C4C(C5=CC6=C(C=C35)OCO6)C7=CC(=C(C(=C7)OC)O)OC)O)O. Drug 2: C#CCC(CC1=CN=C2C(=N1)C(=NC(=N2)N)N)C3=CC=C(C=C3)C(=O)NC(CCC(=O)O)C(=O)O. Cell line: UACC-257. Synergy scores: CSS=-1.94, Synergy_ZIP=2.69, Synergy_Bliss=-3.76, Synergy_Loewe=-4.16, Synergy_HSA=-3.97.